Task: Regression. Given two drug SMILES strings and cell line genomic features, predict the synergy score measuring deviation from expected non-interaction effect.. Dataset: NCI-60 drug combinations with 297,098 pairs across 59 cell lines (1) Drug 1: CC12CCC3C(C1CCC2O)C(CC4=C3C=CC(=C4)O)CCCCCCCCCS(=O)CCCC(C(F)(F)F)(F)F. Synergy scores: CSS=1.03, Synergy_ZIP=1.50, Synergy_Bliss=5.01, Synergy_Loewe=0.124, Synergy_HSA=0.501. Drug 2: CCCCCOC(=O)NC1=NC(=O)N(C=C1F)C2C(C(C(O2)C)O)O. Cell line: NCI-H522. (2) Drug 1: CN(C)N=NC1=C(NC=N1)C(=O)N. Drug 2: CCC1(CC2CC(C3=C(CCN(C2)C1)C4=CC=CC=C4N3)(C5=C(C=C6C(=C5)C78CCN9C7C(C=CC9)(C(C(C8N6C=O)(C(=O)OC)O)OC(=O)C)CC)OC)C(=O)OC)O.OS(=O)(=O)O. Cell line: EKVX. Synergy scores: CSS=32.3, Synergy_ZIP=2.25, Synergy_Bliss=1.99, Synergy_Loewe=-39.4, Synergy_HSA=-0.859. (3) Cell line: HCT-15. Synergy scores: CSS=6.61, Synergy_ZIP=-0.653, Synergy_Bliss=0.375, Synergy_Loewe=-8.67, Synergy_HSA=-2.78. Drug 2: CN1C(=O)N2C=NC(=C2N=N1)C(=O)N. Drug 1: CC12CCC(CC1=CCC3C2CCC4(C3CC=C4C5=CN=CC=C5)C)O. (4) Drug 1: C1CCN(CC1)CCOC2=CC=C(C=C2)C(=O)C3=C(SC4=C3C=CC(=C4)O)C5=CC=C(C=C5)O. Drug 2: CC1CCC2CC(C(=CC=CC=CC(CC(C(=O)C(C(C(=CC(C(=O)CC(OC(=O)C3CCCCN3C(=O)C(=O)C1(O2)O)C(C)CC4CCC(C(C4)OC)O)C)C)O)OC)C)C)C)OC. Cell line: NCI-H522. Synergy scores: CSS=22.5, Synergy_ZIP=-3.81, Synergy_Bliss=-3.80, Synergy_Loewe=-23.7, Synergy_HSA=-7.08. (5) Drug 1: C1=CC(=CC=C1C#N)C(C2=CC=C(C=C2)C#N)N3C=NC=N3. Drug 2: CC1CCC2CC(C(=CC=CC=CC(CC(C(=O)C(C(C(=CC(C(=O)CC(OC(=O)C3CCCCN3C(=O)C(=O)C1(O2)O)C(C)CC4CCC(C(C4)OC)OCCO)C)C)O)OC)C)C)C)OC. Cell line: OVCAR-4. Synergy scores: CSS=-3.91, Synergy_ZIP=0.864, Synergy_Bliss=-1.56, Synergy_Loewe=-10.9, Synergy_HSA=-7.36. (6) Synergy scores: CSS=17.2, Synergy_ZIP=-2.09, Synergy_Bliss=2.19, Synergy_Loewe=0.226, Synergy_HSA=0.976. Drug 2: C1CCC(C(C1)N)N.C(=O)(C(=O)[O-])[O-].[Pt+4]. Drug 1: C1=NC(=NC(=O)N1C2C(C(C(O2)CO)O)O)N. Cell line: IGROV1. (7) Drug 1: CCN(CC)CCNC(=O)C1=C(NC(=C1C)C=C2C3=C(C=CC(=C3)F)NC2=O)C. Drug 2: CC(C)(C#N)C1=CC(=CC(=C1)CN2C=NC=N2)C(C)(C)C#N. Cell line: UACC-257. Synergy scores: CSS=7.15, Synergy_ZIP=-0.743, Synergy_Bliss=1.28, Synergy_Loewe=0.635, Synergy_HSA=-0.165.